Dataset: Reaction yield outcomes from USPTO patents with 853,638 reactions. Task: Predict the reaction yield, written as a fraction of the theoretical maximum amount of product (1.0 means a 100% yield; for example, 0.34 means a 34% yield). (1) The reactants are [CH2:1]([O:8][N:9]1[C:15](=[O:16])[N:14]2[CH2:17][C@H:10]1[CH2:11][CH2:12][C@H:13]2[CH:18]=O)[C:2]1[CH:7]=[CH:6][CH:5]=[CH:4][CH:3]=1.Cl.[NH2:21][OH:22].N1C=CC=CC=1. The catalyst is CCO. The product is [CH2:1]([O:8][N:9]1[C:15](=[O:16])[N:14]2[CH2:17][CH:10]1[CH2:11][CH2:12][CH:13]2/[CH:18]=[N:21]/[OH:22])[C:2]1[CH:3]=[CH:4][CH:5]=[CH:6][CH:7]=1. The yield is 0.420. (2) The reactants are Cl[C:2]1[N:10]=[C:9]2[C:5]([N:6]=[CH:7][NH:8]2)=[C:4]([NH:11][CH:12]2[CH2:17][CH2:16][CH2:15][CH2:14][CH2:13]2)[N:3]=1.[CH3:18][C:19]1[CH:23]=[C:22]([CH3:24])[NH:21][N:20]=1.C(#N)C. The catalyst is O. The product is [CH:12]1([NH:11][C:4]2[N:3]=[C:2]([N:20]3[C:19]([CH3:18])=[CH:23][C:22]([CH3:24])=[N:21]3)[N:10]=[C:9]3[C:5]=2[N:6]=[CH:7][NH:8]3)[CH2:17][CH2:16][CH2:15][CH2:14][CH2:13]1. The yield is 0.190.